Dataset: Drug-induced liver injury (DILI) classification data. Task: Regression/Classification. Given a drug SMILES string, predict its toxicity properties. Task type varies by dataset: regression for continuous values (e.g., LD50, hERG inhibition percentage) or binary classification for toxic/non-toxic outcomes (e.g., AMES mutagenicity, cardiotoxicity, hepatotoxicity). Dataset: dili. (1) The compound is Cc1onc(-c2c(Cl)cccc2Cl)c1C(=O)NC1C(=O)N2C1SC(C)(C)C2C(=O)O. The result is 1 (causes liver injury). (2) The drug is CCC1OC(=O)C(C)C(OC2CC(C)(OC)C(O)C(C)O2)C(C)C(OC2OC(C)CC(N(C)C)C2O)C(C)(OC)CC(C)C(=O)C(C)C(O)C1(C)O. The result is 1 (causes liver injury). (3) The molecule is COc1ccc2c(c1)C13CCCCC1C(C2)N(C)CC3. The result is 0 (no liver injury). (4) The result is 0 (no liver injury). The drug is O=C(O)CCCCC1SCC2NC(=O)NC21. (5) The molecule is NCCC(O)C(=O)NC1CC(N)C(OC2OC(CN)C(O)C(O)C2O)C(O)C1OC1OC(CO)C(O)C(N)C1O. The result is 0 (no liver injury). (6) The compound is CC(CO)NC(=O)C1C=C2c3cccc4[nH]cc(c34)CC2N(C)C1. The result is 0 (no liver injury). (7) The compound is CC(O)(P(=O)(O)O)P(=O)(O)O. The result is 0 (no liver injury).